The task is: Predict the product of the given reaction.. This data is from Forward reaction prediction with 1.9M reactions from USPTO patents (1976-2016). (1) Given the reactants [CH2:1]([N:8]1[C:16]2[C:11](=[CH:12][CH:13]=[C:14]([C:17]([OH:19])=O)[CH:15]=2)[CH2:10][CH2:9]1)[C:2]1[CH:7]=[CH:6][CH:5]=[CH:4][CH:3]=1.C(N(CC)CC)C.C(Cl)CCl.C1C=CC2N(O)N=NC=2C=1.O.[CH3:42][O:43][CH:44]([O:47][CH3:48])[CH2:45][NH2:46], predict the reaction product. The product is: [CH3:42][O:43][CH:44]([O:47][CH3:48])[CH2:45][NH:46][C:17]([C:14]1[CH:15]=[C:16]2[C:11]([CH2:10][CH2:9][N:8]2[CH2:1][C:2]2[CH:3]=[CH:4][CH:5]=[CH:6][CH:7]=2)=[CH:12][CH:13]=1)=[O:19]. (2) Given the reactants [CH3:1][O:2][C:3]1[CH:8]=[CH:7][N:6]=[C:5]([O:9][C@@H:10]2[CH2:15][CH2:14][C@@H:13]([CH3:16])[NH:12][CH2:11]2)[CH:4]=1.CN(C(ON1N=NC2C=CC=NC1=2)=[N+](C)C)C.F[P-](F)(F)(F)(F)F.CCN(C(C)C)C(C)C.[N:50]1[CH:55]=[CH:54][CH:53]=[N:52][C:51]=1[C:56]1[S:57][CH:58]=[CH:59][C:60]=1[C:61](O)=[O:62], predict the reaction product. The product is: [CH3:1][O:2][C:3]1[CH:8]=[CH:7][N:6]=[C:5]([O:9][C@H:10]2[CH2:11][N:12]([C:61]([C:60]3[CH:59]=[CH:58][S:57][C:56]=3[C:51]3[N:52]=[CH:53][CH:54]=[CH:55][N:50]=3)=[O:62])[C@H:13]([CH3:16])[CH2:14][CH2:15]2)[CH:4]=1. (3) Given the reactants [CH:1]12[CH2:7][CH:4]([NH:5][CH2:6]1)[CH2:3][N:2]2[C:8]1[C:17]2[C:12](=[CH:13][CH:14]=[CH:15][CH:16]=2)[N:11]=[C:10]([C:18]2[CH:23]=[CH:22][N:21]=[C:20]([NH:24][CH:25]([C:27]3[CH:32]=[CH:31][CH:30]=[CH:29][CH:28]=3)[CH3:26])[CH:19]=2)[CH:9]=1.[CH:33](=O)[CH3:34].CO, predict the reaction product. The product is: [CH2:33]([N:5]1[CH2:6][C@@H:1]2[CH2:7][C@H:4]1[CH2:3][N:2]2[C:8]1[C:17]2[C:12](=[CH:13][CH:14]=[CH:15][CH:16]=2)[N:11]=[C:10]([C:18]2[CH:23]=[CH:22][N:21]=[C:20]([NH:24][C@H:25]([C:27]3[CH:32]=[CH:31][CH:30]=[CH:29][CH:28]=3)[CH3:26])[CH:19]=2)[CH:9]=1)[CH3:34]. (4) Given the reactants [O:1]1[CH2:3][C@H:2]1[CH2:4][O:5][C:6]1[C:18]2[C:17]3[C:12](=[CH:13][CH:14]=[CH:15][CH:16]=3)[NH:11][C:10]=2[CH:9]=[CH:8][CH:7]=1.[NH2:19][CH2:20][CH2:21][CH2:22][O:23][C:24]1[CH:29]=[CH:28][C:27]([C:30]2[CH2:31][CH2:32][C:33](=[O:36])[NH:34][N:35]=2)=[CH:26][C:25]=1[Cl:37], predict the reaction product. The product is: [CH:9]1[C:10]2[NH:11][C:12]3[C:17](=[CH:16][CH:15]=[CH:14][CH:13]=3)[C:18]=2[C:6]([O:5][CH2:4][C@@H:2]([OH:1])[CH2:3][NH:19][CH2:20][CH2:21][CH2:22][O:23][C:24]2[CH:29]=[CH:28][C:27]([C:30]3[CH2:31][CH2:32][C:33](=[O:36])[NH:34][N:35]=3)=[CH:26][C:25]=2[Cl:37])=[CH:7][CH:8]=1. (5) Given the reactants N([O-])=O.[Na+].[Br:5][C:6]1[CH:12]=[C:11]([O:13][CH3:14])[C:9](N)=[C:8]([O:15][CH3:16])[CH:7]=1.[ClH:17], predict the reaction product. The product is: [Br:5][C:6]1[CH:12]=[C:11]([O:13][CH3:14])[C:9]([Cl:17])=[C:8]([O:15][CH3:16])[CH:7]=1.